From a dataset of Forward reaction prediction with 1.9M reactions from USPTO patents (1976-2016). Predict the product of the given reaction. (1) Given the reactants [C:1]([CH2:4][C:5]1[CH:6]=[CH:7][C:8]2[N:12]=[C:11]([C:13]3[CH:18]=[CH:17][CH:16]=[CH:15][C:14]=3[O:19][CH3:20])[NH:10][C:9]=2[C:21]=1[C:22](O)=[O:23])(O)=[O:2].[NH2:25][CH2:26][CH2:27][CH2:28][N:29]([CH2:37][CH2:38][C:39]1[CH:44]=[CH:43][C:42]([O:45][CH3:46])=[C:41]([O:47][CH3:48])[CH:40]=1)[C:30](=[O:36])[O:31][C:32]([CH3:35])([CH3:34])[CH3:33].O(C(OC(C)(C)C)=O)C(OC(C)(C)C)=O.CCN(CC)CC, predict the reaction product. The product is: [CH3:48][O:47][C:41]1[CH:40]=[C:39]([CH2:38][CH2:37][N:29]([CH2:28][CH2:27][CH2:26][N:25]2[C:1](=[O:2])[CH2:4][C:5]3[CH:6]=[CH:7][C:8]4[N:12]=[C:11]([C:13]5[CH:18]=[CH:17][CH:16]=[CH:15][C:14]=5[O:19][CH3:20])[NH:10][C:9]=4[C:21]=3[C:22]2=[O:23])[C:30](=[O:36])[O:31][C:32]([CH3:33])([CH3:35])[CH3:34])[CH:44]=[CH:43][C:42]=1[O:45][CH3:46]. (2) Given the reactants [CH2:1]1[C:10]2[C:5](=[CH:6][C:7](C(OC)=O)=[CH:8][CH:9]=2)[CH2:4][CH2:3][CH:2]1C(OC)=O.C(O)CCCO, predict the reaction product. The product is: [CH2:9]1[C:10]2[C:5](=[CH:4][CH:3]=[CH:2][CH:1]=2)[CH2:6][CH2:7][CH2:8]1. (3) Given the reactants Cl.[CH3:2][C:3]1[N:4]=[C:5]([NH:8][C:9]2[C:14]([O:15][CH2:16][C:17]3[CH:18]=[C:19]([OH:23])[CH:20]=[CH:21][CH:22]=3)=[CH:13][CH:12]=[CH:11][N:10]=2)[S:6][CH:7]=1.C(=O)([O-])[O-].[K+].[K+].Br[CH2:31][C:32]([O:34][C:35]([CH3:38])([CH3:37])[CH3:36])=[O:33].O, predict the reaction product. The product is: [CH3:2][C:3]1[N:4]=[C:5]([NH:8][C:9]2[C:14]([O:15][CH2:16][C:17]3[CH:18]=[C:19]([CH:20]=[CH:21][CH:22]=3)[O:23][CH2:31][C:32]([O:34][C:35]([CH3:38])([CH3:37])[CH3:36])=[O:33])=[CH:13][CH:12]=[CH:11][N:10]=2)[S:6][CH:7]=1. (4) The product is: [CH3:34][C:28]1[CH:27]=[CH:26][C:25]2[C:30](=[CH:31][CH:32]=[CH:33][C:24]=2[O:23][CH2:22][CH2:21][N:14]2[CH2:13][CH2:12][CH:11]([CH2:10][C:9]3[CH:17]=[CH:18][CH:19]=[C:7]([C:4]4[CH:3]=[CH:2][N:1]=[CH:6][CH:5]=4)[CH:8]=3)[CH2:16][CH2:15]2)[N:29]=1. Given the reactants [N:1]1[CH:6]=[CH:5][C:4]([C:7]2[CH:8]=[C:9]([CH:17]=[CH:18][CH:19]=2)[CH2:10][CH:11]2[CH2:16][CH2:15][NH:14][CH2:13][CH2:12]2)=[CH:3][CH:2]=1.Br[CH2:21][CH2:22][O:23][C:24]1[CH:33]=[CH:32][CH:31]=[C:30]2[C:25]=1[CH:26]=[CH:27][C:28]([CH3:34])=[N:29]2, predict the reaction product. (5) Given the reactants C[O:2][C:3](=O)[CH:4]([O:9][C:10]1[CH:15]=[C:14]([O:16][CH3:17])[CH:13]=[CH:12][C:11]=1[Cl:18])[C:5](OC)=[O:6].C[O-].[Na+].Cl.[CH:24]([NH2:26])=[NH:25], predict the reaction product. The product is: [Cl:18][C:11]1[CH:12]=[CH:13][C:14]([O:16][CH3:17])=[CH:15][C:10]=1[O:9][C:4]1[C:5]([OH:6])=[N:25][CH:24]=[N:26][C:3]=1[OH:2].